From a dataset of Forward reaction prediction with 1.9M reactions from USPTO patents (1976-2016). Predict the product of the given reaction. (1) The product is: [CH2:32]([N:29]1[CH2:30][CH2:31][CH:26]([NH:25][C:10]([C:3]2[C:4]3[C:9](=[CH:8][CH:7]=[CH:6][CH:5]=3)[NH:1][N:2]=2)=[O:12])[CH2:27][CH2:28]1)[C:33]1[CH:34]=[CH:35][CH:36]=[CH:37][CH:38]=1. Given the reactants [NH:1]1[C:9]2[C:4](=[CH:5][CH:6]=[CH:7][CH:8]=2)[C:3]([C:10]([OH:12])=O)=[N:2]1.C1N=CN(C(N2C=NC=C2)=O)C=1.[NH2:25][CH:26]1[CH2:31][CH2:30][N:29]([CH2:32][C:33]2[CH:38]=[CH:37][CH:36]=[CH:35][CH:34]=2)[CH2:28][CH2:27]1, predict the reaction product. (2) Given the reactants [OH:1][C:2]1[C:11]2[O:10][CH2:9][C@H:8]([CH2:12][O:13][S:14]([CH3:17])(=[O:16])=[O:15])[O:7][C:6]=2[CH:5]=[CH:4][CH:3]=1.[CH2:18](Br)[C:19]1[CH:24]=[CH:23][CH:22]=[CH:21][CH:20]=1.C(=O)([O-])[O-].[K+].[K+], predict the reaction product. The product is: [CH2:18]([O:1][C:2]1[C:11]2[O:10][CH2:9][C@H:8]([CH2:12][O:13][S:14]([CH3:17])(=[O:16])=[O:15])[O:7][C:6]=2[CH:5]=[CH:4][CH:3]=1)[C:19]1[CH:24]=[CH:23][CH:22]=[CH:21][CH:20]=1. (3) Given the reactants Br[C:2]1[CH:7]=[CH:6][C:5]([S:8]([NH:11][C:12]2[CH:17]=[C:16]([N:18]3[CH2:23][C@H:22]([CH3:24])[NH:21][C@H:20]([CH3:25])[CH2:19]3)[CH:15]=[CH:14][C:13]=2[O:26][CH3:27])(=[O:10])=[O:9])=[CH:4][CH:3]=1.[CH3:28][O:29][CH2:30][C:31]1[CH:32]=[C:33](B(O)O)[CH:34]=[CH:35][CH:36]=1.CC(C)([O-])C.[K+], predict the reaction product. The product is: [CH3:25][C@H:20]1[NH:21][C@@H:22]([CH3:24])[CH2:23][N:18]([C:16]2[CH:15]=[CH:14][C:13]([O:26][CH3:27])=[C:12]([NH:11][S:8]([C:5]3[CH:6]=[CH:7][C:2]([C:35]4[CH:34]=[CH:33][CH:32]=[C:31]([CH2:30][O:29][CH3:28])[CH:36]=4)=[CH:3][CH:4]=3)(=[O:10])=[O:9])[CH:17]=2)[CH2:19]1.